From a dataset of Peptide-MHC class I binding affinity with 185,985 pairs from IEDB/IMGT. Regression. Given a peptide amino acid sequence and an MHC pseudo amino acid sequence, predict their binding affinity value. This is MHC class I binding data. (1) The peptide sequence is NTFAAWLPM. The MHC is HLA-B15:02 with pseudo-sequence YYAMYRNISTNTYESNLYIRYDSYTWAELAYLWY. The binding affinity (normalized) is 0.514. (2) The peptide sequence is IMTSTRTIIL. The MHC is HLA-A02:01 with pseudo-sequence HLA-A02:01. The binding affinity (normalized) is 0.418. (3) The peptide sequence is LATLKDMWK. The MHC is HLA-A26:01 with pseudo-sequence HLA-A26:01. The binding affinity (normalized) is 0.0847. (4) The peptide sequence is NYPASLHKF. The MHC is HLA-A30:01 with pseudo-sequence HLA-A30:01. The binding affinity (normalized) is 0.0847. (5) The peptide sequence is ANQKPKEQHK. The MHC is Mamu-B8301 with pseudo-sequence Mamu-B8301. The binding affinity (normalized) is 0.962.